From a dataset of Forward reaction prediction with 1.9M reactions from USPTO patents (1976-2016). Predict the product of the given reaction. Given the reactants [Si]([O:8][CH2:9][CH:10]1[O:14][N:13]=[C:12]([C:15]2[CH:20]=[CH:19][C:18]([C:21]3[CH:26]=[CH:25][C:24]([N:27]4[CH2:31][C@H:30]([CH2:32][NH:33][C:34](=[O:36])[CH3:35])[O:29][C:28]4=[O:37])=[CH:23][C:22]=3[F:38])=[CH:17][CH:16]=2)[CH2:11]1)(C(C)(C)C)(C)C.[F-].C([N+](CCCC)(CCCC)CCCC)CCC, predict the reaction product. The product is: [F:38][C:22]1[CH:23]=[C:24]([N:27]2[CH2:31][C@H:30]([CH2:32][NH:33][C:34](=[O:36])[CH3:35])[O:29][C:28]2=[O:37])[CH:25]=[CH:26][C:21]=1[C:18]1[CH:19]=[CH:20][C:15]([C:12]2[CH2:11][CH:10]([CH2:9][OH:8])[O:14][N:13]=2)=[CH:16][CH:17]=1.